This data is from Forward reaction prediction with 1.9M reactions from USPTO patents (1976-2016). The task is: Predict the product of the given reaction. (1) The product is: [F:1][C:2]1[CH:7]=[CH:6][CH:5]=[CH:4][C:3]=1[N:8]1[C:12]([C:13]2[CH:14]=[CH:15][N:16]=[CH:17][CH:18]=2)=[C:11]([C:19]2[O:23][N:22]=[C:21]([C:24]3[CH:25]=[CH:26][C:27]([CH2:28][N:32]4[CH2:36][CH2:35][CH2:34][C@H:33]4[C:37]([OH:39])=[O:38])=[CH:30][CH:31]=3)[N:20]=2)[N:10]=[N:9]1. Given the reactants [F:1][C:2]1[CH:7]=[CH:6][CH:5]=[CH:4][C:3]=1[N:8]1[C:12]([C:13]2[CH:18]=[CH:17][N:16]=[CH:15][CH:14]=2)=[C:11]([C:19]2[O:23][N:22]=[C:21]([C:24]3[CH:31]=[CH:30][C:27]([CH:28]=O)=[CH:26][CH:25]=3)[N:20]=2)[N:10]=[N:9]1.[NH:32]1[CH2:36][CH2:35][CH2:34][C@H:33]1[C:37]([OH:39])=[O:38], predict the reaction product. (2) The product is: [CH2:2]([O:3][C:4](=[O:5])[C:6]1[CH:7]=[CH:8][C:9]([C:12]#[C:13][C:14]2[CH:19]=[C:18]3[C:17](=[CH:16][CH:15]=2)[S:23](=[O:27])[CH2:22][CH2:21][C:20]3([CH3:24])[CH3:25])=[N:10][CH:11]=1)[CH3:1]. Given the reactants [CH3:1][CH2:2][O:3][C:4]([C:6]1[CH:7]=[CH:8][C:9]([C:12]#[C:13][C:14]2[CH:15]=[CH:16][C:17]3[S:23][CH2:22][CH2:21][C:20]([CH3:25])([CH3:24])[C:18]=3[CH:19]=2)=[N:10][CH:11]=1)=[O:5].C[OH:27], predict the reaction product. (3) Given the reactants Cl.[I:2][C:3]1[C:11]2[C:6](=[N:7][CH:8]=[N:9][C:10]=2[NH2:12])[N:5]([CH:13]2[CH2:17][CH2:16][NH:15][CH2:14]2)[N:4]=1.Br[CH2:19][CH2:20][O:21][CH3:22].C(=O)([O-])[O-].[K+].[K+], predict the reaction product. The product is: [I:2][C:3]1[C:11]2[C:6](=[N:7][CH:8]=[N:9][C:10]=2[NH2:12])[N:5]([CH:13]2[CH2:17][CH2:16][N:15]([CH2:19][CH2:20][O:21][CH3:22])[CH2:14]2)[N:4]=1. (4) Given the reactants C1(C2CC2C(Cl)=O)C=CC=CC=1.[C:13]1([CH:19]2[CH2:21][CH:20]2[C:22]([N:24]=[C:25]=[S:26])=[O:23])[CH:18]=[CH:17][CH:16]=[CH:15][CH:14]=1.[Cl:27][C:28]1[CH:29]=[C:30]([CH:32]=[CH:33][C:34]=1[O:35][C:36]1[C:45]2[C:40](=[CH:41][C:42]([O:48][CH3:49])=[C:43]([O:46][CH3:47])[CH:44]=2)[N:39]=[CH:38][CH:37]=1)[NH2:31].C1(C)C=CC=CC=1, predict the reaction product. The product is: [C:13]1([CH:19]2[CH2:21][CH:20]2[C:22]([N:24]=[C:25]=[S:26])=[O:23])[CH:18]=[CH:17][CH:16]=[CH:15][CH:14]=1.[Cl:27][C:28]1[CH:29]=[C:30]([NH:31][C:25]([NH:24][C:22]([CH:20]2[CH2:21][CH:19]2[C:13]2[CH:18]=[CH:17][CH:16]=[CH:15][CH:14]=2)=[O:23])=[S:26])[CH:32]=[CH:33][C:34]=1[O:35][C:36]1[C:45]2[C:40](=[CH:41][C:42]([O:48][CH3:49])=[C:43]([O:46][CH3:47])[CH:44]=2)[N:39]=[CH:38][CH:37]=1. (5) Given the reactants [CH2:1]([C:8]1[CH:9]=[N:10][C:11]2[C:16]([C:17]=1[C:18]1[CH:19]=[C:20]([CH2:24][OH:25])[CH:21]=[CH:22][CH:23]=1)=[CH:15][CH:14]=[CH:13][C:12]=2[C:26]([F:29])([F:28])[F:27])[C:2]1[CH:7]=[CH:6][CH:5]=[CH:4][CH:3]=1.[Cl:30][C:31]1[C:36]([C:37]([F:40])([F:39])[F:38])=[CH:35][CH:34]=[CH:33][C:32]=1O, predict the reaction product. The product is: [CH2:1]([C:8]1[CH:9]=[N:10][C:11]2[C:16]([C:17]=1[C:18]1[CH:23]=[CH:22][CH:21]=[C:20]([CH2:24][O:25][C:32]3[CH:33]=[CH:34][CH:35]=[C:36]([C:37]([F:40])([F:39])[F:38])[C:31]=3[Cl:30])[CH:19]=1)=[CH:15][CH:14]=[CH:13][C:12]=2[C:26]([F:29])([F:27])[F:28])[C:2]1[CH:7]=[CH:6][CH:5]=[CH:4][CH:3]=1.